From a dataset of Forward reaction prediction with 1.9M reactions from USPTO patents (1976-2016). Predict the product of the given reaction. The product is: [Br:12][C:5]1[S:1][C:2]2[CH2:10][CH2:9][CH2:8][CH2:7][C:6](=[O:11])[C:3]=2[CH:4]=1. Given the reactants [S:1]1[CH:5]=[CH:4][C:3]2[C:6](=[O:11])[CH2:7][CH2:8][CH2:9][CH2:10][C:2]1=2.[Br:12]Br, predict the reaction product.